Dataset: Forward reaction prediction with 1.9M reactions from USPTO patents (1976-2016). Task: Predict the product of the given reaction. (1) The product is: [CH2:34]([N:38]([CH2:65][CH2:66][CH2:67][CH3:68])[C:39]1[CH:46]=[CH:45][C:42]([CH:43]=[CH:14][C:9]2[S:13][CH:12]=[CH:11][CH:10]=2)=[C:41]([O:47][Si:48]([C:61]([CH3:62])([CH3:64])[CH3:63])([C:55]2[CH:56]=[CH:57][CH:58]=[CH:59][CH:60]=2)[C:49]2[CH:54]=[CH:53][CH:52]=[CH:51][CH:50]=2)[CH:40]=1)[CH2:35][CH2:36][CH3:37]. Given the reactants C1([Li])C=CC=CC=1.[Cl-].[C:9]1([CH2:14][P+](C2C=CC=CC=2)(C2C=CC=CC=2)C2C=CC=CC=2)[S:13][CH:12]=[CH:11][CH:10]=1.[CH2:34]([N:38]([CH2:65][CH2:66][CH2:67][CH3:68])[C:39]1[CH:46]=[CH:45][C:42]([CH:43]=O)=[C:41]([O:47][Si:48]([C:61]([CH3:64])([CH3:63])[CH3:62])([C:55]2[CH:60]=[CH:59][CH:58]=[CH:57][CH:56]=2)[C:49]2[CH:54]=[CH:53][CH:52]=[CH:51][CH:50]=2)[CH:40]=1)[CH2:35][CH2:36][CH3:37].O, predict the reaction product. (2) Given the reactants Br.Br[CH2:3][C:4]1[N:5]=[C:6]2[C:11](=[N:12][CH:13]=1)[N:10]=[C:9]([NH2:14])[N:8]=[C:7]2[NH2:15].[NH2:16][CH2:17][C:18]1[C:27]2[C:22](=[CH:23][CH:24]=[CH:25][CH:26]=2)[CH:21]=[CH:20][CH:19]=1.C(=O)(O)[O-], predict the reaction product. The product is: [C:18]1([CH2:17][NH:16][CH2:3][C:4]2[N:5]=[C:6]3[C:11](=[N:12][CH:13]=2)[N:10]=[C:9]([NH2:14])[N:8]=[C:7]3[NH2:15])[C:27]2[C:22](=[CH:23][CH:24]=[CH:25][CH:26]=2)[CH:21]=[CH:20][CH:19]=1. (3) Given the reactants [CH2:1]([NH:8][C:9](=[O:22])[C@@:10]([NH2:21])([C:14]([O:16][C:17](C)(C)C)=O)COC)[C:2]1[CH:7]=[CH:6][CH:5]=[CH:4][CH:3]=1.C(NC(=O)[C@H:32](N)[CH2:33][O:34]C)C1C=CC=CC=1.Cl.C(OC(=O)C)(=O)C, predict the reaction product. The product is: [CH3:32][C:33]([NH:21][C@@H:10]([C:9]([NH:8][CH2:1][C:2]1[CH:3]=[CH:4][CH:5]=[CH:6][CH:7]=1)=[O:22])[CH2:14][O:16][CH3:17])=[O:34]. (4) Given the reactants [NH2:1][C:2]1[S:3][CH:4]=[C:5]2[C:10]=1[C:9](=[O:11])[N:8]([C:12]1[CH:17]=[CH:16][C:15](Cl)=[CH:14][CH:13]=1)[N:7]=[C:6]2[C:19]([NH:21][CH:22]([CH3:24])[CH3:23])=[O:20].NC1SC=C2C=1C(=[O:35])N(C1C=CC(O)=CC=1)N=C2C(O)=O, predict the reaction product. The product is: [NH2:1][C:2]1[S:3][CH:4]=[C:5]2[C:10]=1[C:9](=[O:11])[N:8]([C:12]1[CH:17]=[CH:16][C:15]([OH:35])=[CH:14][CH:13]=1)[N:7]=[C:6]2[C:19]([NH:21][CH:22]([CH3:24])[CH3:23])=[O:20].